Dataset: Forward reaction prediction with 1.9M reactions from USPTO patents (1976-2016). Task: Predict the product of the given reaction. (1) Given the reactants C(OC([NH:8][C@H:9]([CH2:22][C:23]1[C:28]([F:29])=[C:27]([F:30])[C:26]([F:31])=[C:25]([F:32])[C:24]=1[F:33])[CH2:10][C:11]([NH:13][O:14][CH2:15][C:16]1[CH:21]=[CH:20][CH:19]=[CH:18][CH:17]=1)=[O:12])=O)(C)(C)C, predict the reaction product. The product is: [NH2:8][C@H:9]([CH2:22][C:23]1[C:24]([F:33])=[C:25]([F:32])[C:26]([F:31])=[C:27]([F:30])[C:28]=1[F:29])[CH2:10][C:11]([NH:13][O:14][CH2:15][C:16]1[CH:17]=[CH:18][CH:19]=[CH:20][CH:21]=1)=[O:12]. (2) Given the reactants [C:1]([C@H:5]1[N:10]2[N:11]=[CH:12][C:13]([C:14](O)=[O:15])=[C:9]2[NH:8][C@@H:7]([C:17]2[CH:22]=[CH:21][C:20]([CH2:23][CH3:24])=[CH:19][CH:18]=2)[CH2:6]1)([CH3:4])([CH3:3])[CH3:2].CN(C(ON1N=NC2C=CC=NC1=2)=[N+](C)C)C.F[P-](F)(F)(F)(F)F.C(N(CC)C(C)C)(C)C.[CH3:58][O:59][C:60]1[CH:67]=[CH:66][C:63]([CH2:64][NH2:65])=[CH:62][CH:61]=1, predict the reaction product. The product is: [C:1]([C@H:5]1[N:10]2[N:11]=[CH:12][C:13]([C:14]([NH:65][CH2:64][C:63]3[CH:66]=[CH:67][C:60]([O:59][CH3:58])=[CH:61][CH:62]=3)=[O:15])=[C:9]2[NH:8][C@@H:7]([C:17]2[CH:22]=[CH:21][C:20]([CH2:23][CH3:24])=[CH:19][CH:18]=2)[CH2:6]1)([CH3:2])([CH3:3])[CH3:4]. (3) Given the reactants [CH3:1][CH2:2][O:3][C:4]([CH:6]1[CH2:12][CH2:11][C:9](=[O:10])[CH2:8][CH2:7]1)=[O:5].[CH2:13](O)[CH2:14][OH:15], predict the reaction product. The product is: [CH2:2]([O:3][C:4]([CH:6]1[CH2:12][CH2:11][C:9]2([O:15][CH2:14][CH2:13][O:10]2)[CH2:8][CH2:7]1)=[O:5])[CH3:1]. (4) Given the reactants [NH2:1][C:2]1[C:3]([C:20]#[C:21][Si:22]([CH3:25])([CH3:24])[CH3:23])=[C:4]([Cl:19])[CH:5]=[C:6]([C:15]([O:17][CH3:18])=[O:16])[C:7]=1[C:8]1[CH:13]=[CH:12][CH:11]=[C:10]([F:14])[CH:9]=1.B(F)(F)F.CCOCC.[N:35](OC(C)(C)C)=O.[NH:42]1[CH2:46][CH2:45][CH2:44][CH2:43]1.[Cl-].[NH4+].O.Cl, predict the reaction product. The product is: [Cl:19][C:4]1[CH:5]=[C:6]([C:15]([O:17][CH3:18])=[O:16])[C:7]([C:8]2[CH:13]=[CH:12][CH:11]=[C:10]([F:14])[CH:9]=2)=[C:2](/[N:1]=[N:35]/[N:42]2[CH2:46][CH2:45][CH2:44][CH2:43]2)[C:3]=1[C:20]#[C:21][Si:22]([CH3:23])([CH3:25])[CH3:24]. (5) Given the reactants [N+:1]([C:4]1[CH:13]=[CH:12][C:11]2[C:6](=[CH:7][C:8]([N+:14]([O-])=O)=[CH:9][CH:10]=2)[CH:5]=1)([O-])=O, predict the reaction product. The product is: [CH:5]1[C:6]2[C:11](=[CH:10][CH:9]=[C:8]([NH2:14])[CH:7]=2)[CH:12]=[CH:13][C:4]=1[NH2:1].